This data is from Reaction yield outcomes from USPTO patents with 853,638 reactions. The task is: Predict the reaction yield, written as a fraction of the theoretical maximum amount of product (1.0 means a 100% yield; for example, 0.34 means a 34% yield). (1) The reactants are [C:1]([NH:8][CH:9]1[CH2:12][C:11](=C)[CH2:10]1)([O:3][C:4]([CH3:7])([CH3:6])[CH3:5])=[O:2].C([O-])([O-])=[O:15].[K+].[K+]. The catalyst is C(Cl)Cl.O.[Cl-].C([N+](CCCC)(CCCC)CCCC)CCC. The product is [C:1]([NH:8][CH:9]1[CH2:12][C:11](=[O:15])[CH2:10]1)([O:3][C:4]([CH3:7])([CH3:6])[CH3:5])=[O:2]. The yield is 0.720. (2) The catalyst is CO. The product is [Br:11][C:6]1[CH:5]=[C:4]([CH:9]=[CH:8][C:7]=1[CH3:10])[C:3]([NH:14][NH2:15])=[O:2]. The yield is 0.500. The reactants are C[O:2][C:3](=O)[C:4]1[CH:9]=[CH:8][C:7]([CH3:10])=[C:6]([Br:11])[CH:5]=1.O.[NH2:14][NH2:15].